This data is from Catalyst prediction with 721,799 reactions and 888 catalyst types from USPTO. The task is: Predict which catalyst facilitates the given reaction. (1) Reactant: [F:1][C:2]1[CH:7]=[CH:6][C:5]([O:8][C:9]2[CH:14]=[CH:13][C:12](I)=[CH:11][CH:10]=2)=[CH:4][CH:3]=1.[B:16]1([B:16]2[O:20][C:19]([CH3:22])([CH3:21])[C:18]([CH3:24])([CH3:23])[O:17]2)[O:20][C:19]([CH3:22])([CH3:21])[C:18]([CH3:24])([CH3:23])[O:17]1.CC([O-])=O.[K+]. Product: [F:1][C:2]1[CH:7]=[CH:6][C:5]([O:8][C:9]2[CH:14]=[CH:13][C:12]([B:16]3[O:20][C:19]([CH3:22])([CH3:21])[C:18]([CH3:24])([CH3:23])[O:17]3)=[CH:11][CH:10]=2)=[CH:4][CH:3]=1. The catalyst class is: 294. (2) Reactant: C[Al](C)C.[Cl:5][C:6]1[N:7]=[C:8]([C:13]([NH:15][C@H:16]2[CH2:21][CH2:20][N:19]([C:22]3[S:23][C:24]([C:30]([O:32]CC)=O)=[C:25]([CH2:27][NH:28][CH3:29])[N:26]=3)[CH2:18][C@H:17]2[O:35][CH2:36][CH3:37])=[O:14])[NH:9][C:10]=1[CH2:11][CH3:12].Cl. Product: [Cl:5][C:6]1[N:7]=[C:8]([C:13]([NH:15][C@H:16]2[CH2:21][CH2:20][N:19]([C:22]3[S:23][C:24]4[C:30](=[O:32])[N:28]([CH3:29])[CH2:27][C:25]=4[N:26]=3)[CH2:18][C@H:17]2[O:35][CH2:36][CH3:37])=[O:14])[NH:9][C:10]=1[CH2:11][CH3:12]. The catalyst class is: 11. (3) Reactant: [OH:1][C:2]1[CH:9]=[CH:8][C:5]([C:6]#[N:7])=[CH:4][C:3]=1[CH3:10].F[B-](F)(F)F.[O:16]=[N+:17]=[O:18]. Product: [OH:1][C:2]1[C:9]([N+:17]([O-:18])=[O:16])=[CH:8][C:5]([C:6]#[N:7])=[CH:4][C:3]=1[CH3:10]. The catalyst class is: 47. (4) Reactant: COC1C=CC(P2(=S)SP(=S)(C3C=CC(OC)=CC=3)[S:10]2)=CC=1.C(Cl)Cl.[F:26][C:27]1[CH:28]=[CH:29][C:30]([N+:36]([O-:38])=[O:37])=[C:31]([C:33]([NH2:35])=O)[CH:32]=1. Product: [F:26][C:27]1[CH:28]=[CH:29][C:30]([N+:36]([O-:38])=[O:37])=[C:31]([C:33](=[S:10])[NH2:35])[CH:32]=1. The catalyst class is: 11. (5) Reactant: C([O:3][C:4]([CH:6]1[CH2:10][CH2:9][CH2:8][CH:7]1[C:11]([N:13]1[CH2:18][CH2:17][N:16]([C:19]2[CH:24]=[CH:23][C:22]([NH:25][C:26]([C:28]3[N:29]=[C:30]([C:37]4[CH:42]=[CH:41][CH:40]=[CH:39][CH:38]=4)[O:31][C:32]=3[C:33]([F:36])([F:35])[F:34])=[O:27])=[CH:21][CH:20]=2)[CH2:15][CH2:14]1)=[O:12])=[O:5])C.[OH-].[Li+]. Product: [C:37]1([C:30]2[O:31][C:32]([C:33]([F:34])([F:35])[F:36])=[C:28]([C:26]([NH:25][C:22]3[CH:23]=[CH:24][C:19]([N:16]4[CH2:17][CH2:18][N:13]([C:11]([CH:7]5[CH2:8][CH2:9][CH2:10][CH:6]5[C:4]([OH:5])=[O:3])=[O:12])[CH2:14][CH2:15]4)=[CH:20][CH:21]=3)=[O:27])[N:29]=2)[CH:42]=[CH:41][CH:40]=[CH:39][CH:38]=1. The catalyst class is: 40. (6) Reactant: [NH2:1][C:2]1[C:3]([CH:11]=[O:12])=[C:4]([NH:8][CH:9]=O)[CH:5]=[CH:6][CH:7]=1.[CH2:13]([NH2:18])[CH2:14][CH2:15][CH2:16][CH3:17]. Product: [NH2:1][C:2]1[CH:7]=[CH:6][CH:5]=[C:4]2[C:3]=1[CH:11]([OH:12])[N:18]([CH2:13][CH2:14][CH2:15][CH2:16][CH3:17])[CH:9]=[N:8]2. The catalyst class is: 14.